This data is from Catalyst prediction with 721,799 reactions and 888 catalyst types from USPTO. The task is: Predict which catalyst facilitates the given reaction. (1) Reactant: [CH3:1][CH:2]([CH3:4])[O-:3].[Na+].[Br:6][C:7]1[C:8](Cl)=[N:9][C:10](Cl)=[N:11][CH:12]=1. Product: [Br:6][C:7]1[C:8]([O:3][CH:2]([CH3:4])[CH3:1])=[N:9][C:10]([O:3][CH:2]([CH3:4])[CH3:1])=[N:11][CH:12]=1. The catalyst class is: 32. (2) Reactant: CN1CCCN(C)C1=O.[F:10][C:11]1[CH:16]=[CH:15][CH:14]=[C:13]([F:17])[C:12]=1[CH2:18][S:19]([C:22]1[CH2:26][C:25]([CH3:28])([CH3:27])[O:24][N:23]=1)(=[O:21])=[O:20].C([Li])CCC.[I:34]N1C(=O)CCC1=O. Product: [F:17][C:13]1[CH:14]=[CH:15][CH:16]=[C:11]([F:10])[C:12]=1[CH:18]([I:34])[S:19]([C:22]1[CH2:26][C:25]([CH3:28])([CH3:27])[O:24][N:23]=1)(=[O:20])=[O:21]. The catalyst class is: 1. (3) Reactant: [Cl:1][C:2]1[CH:3]=[C:4]2[C:9](=[CH:10][C:11]=1[O:12][C:13]1[CH:18]=[CH:17][C:16]([C:19](=[O:31])[NH:20][CH:21]3[CH2:24][CH:23]([C:25]4[CH:30]=[CH:29][CH:28]=[CH:27][CH:26]=4)[CH2:22]3)=[CH:15][CH:14]=1)[O:8][CH2:7][CH2:6][CH:5]2[C:32]([O:34]CC)=[O:33].[OH-].[Na+]. Product: [Cl:1][C:2]1[CH:3]=[C:4]2[C:9](=[CH:10][C:11]=1[O:12][C:13]1[CH:14]=[CH:15][C:16]([C:19](=[O:31])[NH:20][CH:21]3[CH2:22][CH:23]([C:25]4[CH:30]=[CH:29][CH:28]=[CH:27][CH:26]=4)[CH2:24]3)=[CH:17][CH:18]=1)[O:8][CH2:7][CH2:6][CH:5]2[C:32]([OH:34])=[O:33]. The catalyst class is: 219. (4) Reactant: [CH2:1]([O:8][C:9]1[CH:24]=[CH:23][C:12]([O:13][C:14]2[CH:19]=[CH:18][C:17]([N+:20]([O-])=O)=[CH:16][CH:15]=2)=[CH:11][CH:10]=1)[C:2]1[CH:7]=[CH:6][CH:5]=[CH:4][CH:3]=1.Cl. Product: [CH2:1]([O:8][C:9]1[CH:24]=[CH:23][C:12]([O:13][C:14]2[CH:15]=[CH:16][C:17]([NH2:20])=[CH:18][CH:19]=2)=[CH:11][CH:10]=1)[C:2]1[CH:3]=[CH:4][CH:5]=[CH:6][CH:7]=1. The catalyst class is: 186. (5) Reactant: [Br:1][C:2]1[CH:7]=[CH:6][C:5]([OH:8])=[CH:4][CH:3]=1.[I:9]N1C(=O)CCC1=O.S(=O)(=O)(O)O.O. Product: [Br:1][C:2]1[CH:7]=[CH:6][C:5]([OH:8])=[C:4]([I:9])[CH:3]=1. The catalyst class is: 15. (6) Reactant: [F:1][C:2]1[CH:7]=[CH:6][C:5]([N:8]2[C:16]3[C:11](=[CH:12][C:13]([CH:17]([C:23]4[CH:28]=[CH:27][CH:26]=[CH:25][CH:24]=4)[CH:18]([CH3:22])[C:19](F)=[O:20])=[CH:14][CH:15]=3)[CH:10]=[N:9]2)=[CH:4][CH:3]=1.[NH3:29].O. Product: [F:1][C:2]1[CH:3]=[CH:4][C:5]([N:8]2[C:16]3[C:11](=[CH:12][C:13]([CH:17]([C:23]4[CH:28]=[CH:27][CH:26]=[CH:25][CH:24]=4)[CH:18]([CH3:22])[C:19]([NH2:29])=[O:20])=[CH:14][CH:15]=3)[CH:10]=[N:9]2)=[CH:6][CH:7]=1. The catalyst class is: 1. (7) Reactant: [Cl:1][C:2]1[CH:3]=[C:4]([C:9]23[CH2:14][CH:13]2[CH2:12][CH2:11][C:10]3=[O:15])[CH:5]=[CH:6][C:7]=1[Cl:8].[C:16]([O-])(=O)[CH3:17].[NH4+].[BH3-]C#[N:23].[Na+].[ClH:25].C#N. Product: [ClH:1].[Cl:1][C:2]1[CH:3]=[C:4]([C:9]23[CH2:14][CH:13]2[CH2:12][CH2:11][CH:10]3[NH2:23])[CH:5]=[CH:6][C:7]=1[Cl:8].[ClH:25].[CH2:16]([O:15][CH2:10][CH3:11])[CH3:17]. The catalyst class is: 5. (8) Reactant: [OH:1][C@@H:2]1[CH2:10][C:9]2[C:4](=[C:5]([CH3:12])[CH:6]=[CH:7][C:8]=2[CH3:11])[C@H:3]1[O:13][C:14]1[C:22]2[N:21]=[C:20]([CH3:23])[N:19]([CH3:24])[C:18]=2[CH:17]=[C:16]([C:25]([OH:27])=O)[CH:15]=1.F[B-](F)(F)F.N1(O[C:43](N(C)C)=[N+:44](C)[CH3:45])C2C=CC=CC=2N=N1.CNC. Product: [OH:1][C@@H:2]1[CH2:10][C:9]2[C:4](=[C:5]([CH3:12])[CH:6]=[CH:7][C:8]=2[CH3:11])[C@H:3]1[O:13][C:14]1[C:22]2[N:21]=[C:20]([CH3:23])[N:19]([CH3:24])[C:18]=2[CH:17]=[C:16]([C:25]([N:44]([CH3:45])[CH3:43])=[O:27])[CH:15]=1. The catalyst class is: 120. (9) The catalyst class is: 29. Product: [CH3:1][O:2][C:3](=[O:28])[CH2:4][CH2:5][CH2:6][O:7][C:8]1[CH:13]=[C:12]([NH2:14])[C:11]([C:17]([N:19]2[CH2:23][CH2:22][CH2:21][CH:20]2[CH2:24][OH:25])=[O:18])=[CH:10][C:9]=1[O:26][CH3:27]. Reactant: [CH3:1][O:2][C:3](=[O:28])[CH2:4][CH2:5][CH2:6][O:7][C:8]1[CH:13]=[C:12]([N+:14]([O-])=O)[C:11]([C:17]([N:19]2[CH2:23][CH2:22][CH2:21][CH:20]2[CH2:24][OH:25])=[O:18])=[CH:10][C:9]=1[O:26][CH3:27].[H][H].CCOC(C)=O.